Dataset: Forward reaction prediction with 1.9M reactions from USPTO patents (1976-2016). Task: Predict the product of the given reaction. (1) Given the reactants [CH2:1]([O:12][N+]([O-])=O)[CH:2](O[N+]([O-])=O)[CH2:3][O:4][N+:5]([O-:7])=[O:6], predict the reaction product. The product is: [CH2:1]([OH:12])[CH2:2][CH2:3][CH2:3][CH2:2][CH2:1][OH:12].[N+:5]([O-:7])([OH:6])=[O:4]. (2) Given the reactants [F:1][C:2]1([F:30])[CH2:7][CH2:6][N:5]([C:8]([C:10]2[NH:11][C:12]3[C:17]([CH:18]=2)=[CH:16][C:15]([C:19]([N:21]2[CH2:26][CH2:25][N:24]([CH:27]([CH3:29])[CH3:28])[CH2:23][CH2:22]2)=[O:20])=[CH:14][CH:13]=3)=[O:9])[CH2:4][CH2:3]1.[F:31][C:32]([F:43])([F:42])[C:33]1[CH:34]=[C:35](B(O)O)[CH:36]=[CH:37][CH:38]=1.N1C=CC=CC=1, predict the reaction product. The product is: [F:30][C:2]1([F:1])[CH2:7][CH2:6][N:5]([C:8]([C:10]2[N:11]([C:37]3[CH:36]=[CH:35][CH:34]=[C:33]([C:32]([F:43])([F:42])[F:31])[CH:38]=3)[C:12]3[C:17]([CH:18]=2)=[CH:16][C:15]([C:19]([N:21]2[CH2:22][CH2:23][N:24]([CH:27]([CH3:28])[CH3:29])[CH2:25][CH2:26]2)=[O:20])=[CH:14][CH:13]=3)=[O:9])[CH2:4][CH2:3]1. (3) Given the reactants [Cl:1][C:2]1[CH:3]=[C:4]([C:8]2[C:17]3[C:12](=[CH:13][CH:14]=[C:15]([CH:18]([C:25]4[CH:30]=[CH:29][C:28]([Cl:31])=[CH:27][CH:26]=4)[C:19]4[N:23]([CH3:24])[CH:22]=[N:21][N:20]=4)[CH:16]=3)[N:11]([CH3:32])[C:10](=[O:33])[CH:9]=2)[CH:5]=[CH:6][CH:7]=1.CC([OH:38])(C)C.[K].O, predict the reaction product. The product is: [Cl:1][C:2]1[CH:3]=[C:4]([C:8]2[C:17]3[C:12](=[CH:13][CH:14]=[C:15]([C:18]([C:25]4[CH:26]=[CH:27][C:28]([Cl:31])=[CH:29][CH:30]=4)([OH:38])[C:19]4[N:23]([CH3:24])[CH:22]=[N:21][N:20]=4)[CH:16]=3)[N:11]([CH3:32])[C:10](=[O:33])[CH:9]=2)[CH:5]=[CH:6][CH:7]=1. (4) Given the reactants [Cr](O[Cr]([O-])(=O)=O)([O-])(=O)=[O:2].[NH+]1C=CC=CC=1.[NH+]1C=CC=CC=1.[Si:22]([O:29][C:30]1[CH:35]=[C:34]([O:36][Si:37]([C:40]([CH3:43])([CH3:42])[CH3:41])([CH3:39])[CH3:38])[CH:33]=[CH:32][C:31]=1[C@H:44]1[CH2:49][CH2:48][C@H:47]([CH2:50][OH:51])[CH2:46][CH2:45]1)([C:25]([CH3:28])([CH3:27])[CH3:26])([CH3:24])[CH3:23], predict the reaction product. The product is: [Si:22]([O:29][C:30]1[CH:35]=[C:34]([O:36][Si:37]([C:40]([CH3:42])([CH3:43])[CH3:41])([CH3:39])[CH3:38])[CH:33]=[CH:32][C:31]=1[C@H:44]1[CH2:45][CH2:46][C@H:47]([C:50]([OH:2])=[O:51])[CH2:48][CH2:49]1)([C:25]([CH3:26])([CH3:27])[CH3:28])([CH3:24])[CH3:23]. (5) Given the reactants F[C:2]1[CH:7]=[CH:6][C:5]([N:8]2[CH:12]=[CH:11][N:10]([C:13]3[CH:18]=[CH:17][C:16]([O:19][C:20]4[CH:25]=[CH:24][CH:23]=[CH:22][CH:21]=4)=[CH:15][CH:14]=3)[C:9]2=[O:26])=[CH:4][C:3]=1[N+:27]([O-:29])=[O:28].[CH3:30][N:31]([CH3:35])[CH2:32][CH2:33][NH2:34], predict the reaction product. The product is: [CH3:30][N:31]([CH3:35])[CH2:32][CH2:33][NH:34][C:2]1[CH:7]=[CH:6][C:5]([N:8]2[CH:12]=[CH:11][N:10]([C:13]3[CH:18]=[CH:17][C:16]([O:19][C:20]4[CH:25]=[CH:24][CH:23]=[CH:22][CH:21]=4)=[CH:15][CH:14]=3)[C:9]2=[O:26])=[CH:4][C:3]=1[N+:27]([O-:29])=[O:28]. (6) Given the reactants CN(C)[CH:3]=[CH:4][C:5]([C:7]1[S:11][C:10](=[O:12])[N:9]([CH3:13])[C:8]=1[CH3:14])=O.[N+]([O-])(O)=O.[N:20]1([C:26]2[CH:31]=[CH:30][C:29]([NH:32][C:33]([NH2:35])=[NH:34])=[CH:28][CH:27]=2)[CH2:25][CH2:24][O:23][CH2:22][CH2:21]1, predict the reaction product. The product is: [CH3:13][N:9]1[C:8]([CH3:14])=[C:7]([C:5]2[CH:4]=[CH:3][N:35]=[C:33]([NH:32][C:29]3[CH:28]=[CH:27][C:26]([N:20]4[CH2:25][CH2:24][O:23][CH2:22][CH2:21]4)=[CH:31][CH:30]=3)[N:34]=2)[S:11][C:10]1=[O:12].